From a dataset of Peptide-MHC class I binding affinity with 185,985 pairs from IEDB/IMGT. Regression. Given a peptide amino acid sequence and an MHC pseudo amino acid sequence, predict their binding affinity value. This is MHC class I binding data. (1) The peptide sequence is LPRWPPPQL. The MHC is HLA-A69:01 with pseudo-sequence HLA-A69:01. The binding affinity (normalized) is 0.204. (2) The peptide sequence is TTFITPMLR. The MHC is HLA-A03:01 with pseudo-sequence HLA-A03:01. The binding affinity (normalized) is 0.761.